The task is: Predict the reactants needed to synthesize the given product.. This data is from Full USPTO retrosynthesis dataset with 1.9M reactions from patents (1976-2016). (1) Given the product [Br:28][C:3]1[C:4]2[CH:5]=[N:6][CH:7]=[CH:8][C:9]=2[S:1][CH:2]=1, predict the reactants needed to synthesize it. The reactants are: [S:1]1[C:9]2[CH:8]=[CH:7][N:6]=[CH:5][C:4]=2[CH:3]=[CH:2]1.C([O-])(O)=O.[Na+].OP([O-])([O-])=O.[K+].[K+].[O-]S([O-])(=O)=O.[Mg+2].[Br:28]Br. (2) Given the product [F:34][C:32]1[CH:31]=[C:30]2[C:26]([CH:27]=[CH:28][NH:29]2)=[C:25]([C:14]2[N:15]=[C:16]([N:19]3[CH2:20][CH2:21][O:22][CH2:23][CH2:24]3)[C:17]3[S:18][C:10]([CH2:9][N:4]4[CH2:5][CH2:6][NH:7][CH:2]([CH3:1])[CH2:3]4)=[CH:11][C:12]=3[N:13]=2)[CH:33]=1, predict the reactants needed to synthesize it. The reactants are: [CH3:1][C@H:2]1[NH:7][C@@H:6](C)[CH2:5][N:4]([CH2:9][C:10]2[S:18][C:17]3[C:16]([N:19]4[CH2:24][CH2:23][O:22][CH2:21][CH2:20]4)=[N:15][C:14]([C:25]4[CH:33]=[C:32]([F:34])[CH:31]=[C:30]5[C:26]=4[CH:27]=[CH:28][NH:29]5)=[N:13][C:12]=3[CH:11]=2)[CH2:3]1.C(OC(N1CCNCC1C)=O)(C)(C)C.C(O)(C(F)(F)F)=O.C(Cl)Cl. (3) Given the product [CH3:10][C:11]1[CH:18]=[C:17]([CH3:19])[CH:16]=[C:15]([CH3:20])[C:12]=1[CH2:13][NH:14][CH2:5][C:4]1[CH:3]=[C:2]([OH:1])[CH:9]=[CH:8][CH:7]=1, predict the reactants needed to synthesize it. The reactants are: [OH:1][C:2]1[CH:3]=[C:4]([CH:7]=[CH:8][CH:9]=1)[CH:5]=O.[CH3:10][C:11]1[CH:18]=[C:17]([CH3:19])[CH:16]=[C:15]([CH3:20])[C:12]=1[CH2:13][NH2:14].[BH4-].[Na+].Cl.C([O-])(O)=O.[Na+]. (4) Given the product [NH2:36][C:33]1[N:34]=[CH:35][C:30]([C:19]2[N:18]=[C:17]3[C:22]([N:23]=[C:15]([N:11]4[CH2:12][CH2:13][N:14]([C:47](=[O:46])[CH2:48][OH:49])[C:9]([CH3:42])([CH3:8])[CH2:10]4)[N:16]3[CH2:37][C:38]([F:41])([F:39])[F:40])=[C:21]([N:24]3[CH2:25][CH2:26][O:27][CH2:28][CH2:29]3)[N:20]=2)=[CH:31][N:32]=1, predict the reactants needed to synthesize it. The reactants are: C(N(CC)CC)C.[CH3:8][C:9]1([CH3:42])[NH:14][CH2:13][CH2:12][N:11]([C:15]2[N:16]([CH2:37][C:38]([F:41])([F:40])[F:39])[C:17]3[C:22]([N:23]=2)=[C:21]([N:24]2[CH2:29][CH2:28][O:27][CH2:26][CH2:25]2)[N:20]=[C:19]([C:30]2[CH:31]=[N:32][C:33]([NH2:36])=[N:34][CH:35]=2)[N:18]=3)[CH2:10]1.C([O:46][CH2:47][C:48](Cl)=[O:49])(=O)C.C[O-].[Na+].CO.